Dataset: Catalyst prediction with 721,799 reactions and 888 catalyst types from USPTO. Task: Predict which catalyst facilitates the given reaction. (1) Reactant: [CH3:1][C:2]1[N:7]=[C:6]([N:8]2[CH2:13][CH2:12][N:11]([CH2:14][CH2:15][CH2:16][CH:17]=[CH:18][C:19]3[N:28]=[C:27]4[C:22]([CH2:23][CH2:24][C:25](=[O:29])[NH:26]4)=[CH:21][CH:20]=3)[CH2:10][CH2:9]2)[CH:5]=[CH:4][CH:3]=1. Product: [CH3:1][C:2]1[N:7]=[C:6]([N:8]2[CH2:9][CH2:10][N:11]([CH2:14][CH2:15][CH2:16][CH2:17][CH2:18][C:19]3[N:28]=[C:27]4[C:22]([CH2:23][CH2:24][C:25](=[O:29])[NH:26]4)=[CH:21][CH:20]=3)[CH2:12][CH2:13]2)[CH:5]=[CH:4][CH:3]=1. The catalyst class is: 50. (2) Product: [OH:8][CH:9]1[CH2:10][CH2:11][C:12]([CH3:20])([C:15]([O:17][CH2:18][CH3:19])=[O:16])[CH2:13][CH2:14]1. Reactant: [Si]([O:8][CH:9]1[CH2:14][CH2:13][C:12]([CH3:20])([C:15]([O:17][CH2:18][CH3:19])=[O:16])[CH2:11][CH2:10]1)(C(C)(C)C)(C)C.[F-].C([N+](CCCC)(CCCC)CCCC)CCC. The catalyst class is: 1. (3) The catalyst class is: 107. Reactant: Cl[C:2]1[C:7]([O:8][C:9]2[CH:14]=[C:13]([Cl:15])[CH:12]=[C:11]([Cl:16])[CH:10]=2)=[C:6]([C:17]([F:20])([F:19])[F:18])[CH:5]=[CH:4][N:3]=1.[OH-:21].[K+]. Product: [Cl:16][C:11]1[CH:10]=[C:9]([CH:14]=[C:13]([Cl:15])[CH:12]=1)[O:8][C:7]1[C:2](=[O:21])[NH:3][CH:4]=[CH:5][C:6]=1[C:17]([F:20])([F:19])[F:18]. (4) Reactant: [CH3:1][CH:2]1[CH2:6][CH2:5][CH:4]([CH3:7])[N:3]1[C:8]1[C:13]([N+:14]([O-])=O)=[CH:12][CH:11]=[C:10]([O:17][CH3:18])[N:9]=1.C1CCCCC=1. Product: [CH3:1][CH:2]1[CH2:6][CH2:5][CH:4]([CH3:7])[N:3]1[C:8]1[C:13]([NH2:14])=[CH:12][CH:11]=[C:10]([O:17][CH3:18])[N:9]=1. The catalyst class is: 63. (5) Reactant: [F:1][C:2]1[CH:7]=[CH:6][CH:5]=[CH:4][C:3]=1[NH:8][C:9](=[O:26])[NH:10][C:11]1[CH:16]=[CH:15][C:14]([CH2:17][C:18]([O:20]C(C)(C)C)=[O:19])=[CH:13][C:12]=1[CH3:25].C(O)(C(F)(F)F)=O. Product: [F:1][C:2]1[CH:7]=[CH:6][CH:5]=[CH:4][C:3]=1[NH:8][C:9](=[O:26])[NH:10][C:11]1[CH:16]=[CH:15][C:14]([CH2:17][C:18]([OH:20])=[O:19])=[CH:13][C:12]=1[CH3:25]. The catalyst class is: 2. (6) Reactant: [C:1]([C:3]([CH3:39])([CH3:38])[CH2:4][C:5]1[CH:10]=[C:9]([O:11][CH2:12][C:13]2[CH:14]=[C:15]([CH:19]([CH:26]3[CH2:28][CH2:27]3)[CH2:20][C:21]([O:23]CC)=[O:22])[CH:16]=[CH:17][CH:18]=2)[CH:8]=[CH:7][C:6]=1[C:29]1[CH:34]=[C:33]([O:35][CH3:36])[CH:32]=[CH:31][C:30]=1[F:37])#[N:2].[OH-].[Na+].Cl. Product: [C:1]([C:3]([CH3:39])([CH3:38])[CH2:4][C:5]1[CH:10]=[C:9]([O:11][CH2:12][C:13]2[CH:14]=[C:15]([CH:19]([CH:26]3[CH2:27][CH2:28]3)[CH2:20][C:21]([OH:23])=[O:22])[CH:16]=[CH:17][CH:18]=2)[CH:8]=[CH:7][C:6]=1[C:29]1[CH:34]=[C:33]([O:35][CH3:36])[CH:32]=[CH:31][C:30]=1[F:37])#[N:2]. The catalyst class is: 8. (7) Reactant: [F:1][C:2]1[CH:7]=[C:6]([S:8][C:9]2[CH:14]=[CH:13][C:12]([O:15][CH3:16])=[CH:11][CH:10]=2)[CH:5]=[CH:4][C:3]=1[C:17]1[CH:22]=[CH:21][C:20]([CH2:23][CH2:24][C:25]2([NH:33]C(=O)C)[CH2:30][O:29]C(C)(C)[O:27][CH2:26]2)=[CH:19][CH:18]=1.[ClH:37]. Product: [ClH:37].[NH2:33][C:25]([CH2:24][CH2:23][C:20]1[CH:19]=[CH:18][C:17]([C:3]2[CH:4]=[CH:5][C:6]([S:8][C:9]3[CH:10]=[CH:11][C:12]([O:15][CH3:16])=[CH:13][CH:14]=3)=[CH:7][C:2]=2[F:1])=[CH:22][CH:21]=1)([CH2:30][OH:29])[CH2:26][OH:27]. The catalyst class is: 8.